From a dataset of Forward reaction prediction with 1.9M reactions from USPTO patents (1976-2016). Predict the product of the given reaction. The product is: [C:15]([O:14][C:12]([N:6]1[CH2:7][CH2:8][C@@H:9]([O:10][CH3:11])[C@H:5]1[C:3]([OH:4])=[O:2])=[O:13])([CH3:18])([CH3:16])[CH3:17]. Given the reactants C[O:2][C:3]([C@@H:5]1[C@H:9]([O:10][CH3:11])[CH2:8][CH2:7][N:6]1[C:12]([O:14][C:15]([CH3:18])([CH3:17])[CH3:16])=[O:13])=[O:4].[Li+].[OH-], predict the reaction product.